From a dataset of Forward reaction prediction with 1.9M reactions from USPTO patents (1976-2016). Predict the product of the given reaction. Given the reactants [C:1]([C:5]1[S:6][C:7]2[C:12](=[O:13])[N:11]([C:14]3[CH:19]=[CH:18][CH:17]=[C:16](B4OC(C)(C)C(C)(C)O4)[C:15]=3[CH3:29])[CH2:10][C:8]=2[N:9]=1)([CH3:4])([CH3:3])[CH3:2].Cl[C:31]1[CH:32]=[C:33]([NH:46][C:47]2[CH:51]=[C:50]([CH3:52])[N:49]([CH3:53])[N:48]=2)[C:34](=[O:45])[N:35]([CH2:37][O:38][CH2:39][CH2:40][Si:41]([CH3:44])([CH3:43])[CH3:42])[N:36]=1.C1(P(C2C=CC=CC=2)C2C3OC4C(=CC=CC=4P(C4C=CC=CC=4)C4C=CC=CC=4)C(C)(C)C=3C=CC=2)C=CC=CC=1.P([O-])([O-])([O-])=O.[K+].[K+].[K+], predict the reaction product. The product is: [C:1]([C:5]1[S:6][C:7]2[C:12](=[O:13])[N:11]([C:14]3[CH:19]=[CH:18][CH:17]=[C:16]([C:31]4[CH:32]=[C:33]([NH:46][C:47]5[CH:51]=[C:50]([CH3:52])[N:49]([CH3:53])[N:48]=5)[C:34](=[O:45])[N:35]([CH2:37][O:38][CH2:39][CH2:40][Si:41]([CH3:42])([CH3:44])[CH3:43])[N:36]=4)[C:15]=3[CH3:29])[CH2:10][C:8]=2[N:9]=1)([CH3:2])([CH3:3])[CH3:4].